The task is: Predict which catalyst facilitates the given reaction.. This data is from Catalyst prediction with 721,799 reactions and 888 catalyst types from USPTO. Reactant: CN(C=O)C.[CH:6]1([NH:12][C:13]2[CH:22]=[C:21]3[C:16]([C:17](=[O:38])[N:18]([NH:27][C:28](=[O:37])[O:29][CH2:30][C:31]4[CH:36]=[CH:35][CH:34]=[CH:33][CH:32]=4)[C:19](=[O:26])[N:20]3[CH:23]([CH3:25])[CH3:24])=[CH:15][C:14]=2[F:39])[CH2:11][CH2:10][CH2:9][CH2:8][CH2:7]1.C(=O)([O-])[O-].[K+].[K+].Br[CH2:47][CH2:48][CH2:49][CH2:50][C:51]([O:53][CH2:54][CH3:55])=[O:52]. Product: [CH2:30]([O:29][C:28]([N:27]([N:18]1[C:17](=[O:38])[C:16]2[C:21](=[CH:22][C:13]([NH:12][CH:6]3[CH2:11][CH2:10][CH2:9][CH2:8][CH2:7]3)=[C:14]([F:39])[CH:15]=2)[N:20]([CH:23]([CH3:25])[CH3:24])[C:19]1=[O:26])[CH2:47][CH2:48][CH2:49][CH2:50][C:51]([O:53][CH2:54][CH3:55])=[O:52])=[O:37])[C:31]1[CH:32]=[CH:33][CH:34]=[CH:35][CH:36]=1. The catalyst class is: 786.